This data is from Forward reaction prediction with 1.9M reactions from USPTO patents (1976-2016). The task is: Predict the product of the given reaction. (1) Given the reactants B(O)(O)O.[CH3:5][C:6]1[CH:7]=[C:8]([OH:16])[C:9]2[CH2:10][CH2:11][CH2:12][CH2:13][C:14]=2[CH:15]=1.C1N2CN3CN(C2)CN1C3.S(=O)(=O)(O)O.[OH:32][CH2:33]C(CO)O, predict the reaction product. The product is: [OH:16][C:8]1[C:9]2[CH2:10][CH2:11][CH2:12][CH2:13][C:14]=2[CH:15]=[C:6]([CH3:5])[C:7]=1[CH:33]=[O:32]. (2) The product is: [Br:33][C:14]1[CH:15]=[C:16]2[C:11](=[CH:12][CH:13]=1)[N:10]=[C:9]([NH2:8])[C:18]([CH:19]=[CH:20][C:21]1[CH:22]=[N:23][CH:24]=[C:25]([C:27]3[CH2:32][CH2:31][CH2:30][CH2:29][CH:28]=3)[CH:26]=1)=[CH:17]2. Given the reactants COC1C=CC(C[NH:8][C:9]2[C:18]([CH:19]=[CH:20][C:21]3[CH:22]=[N:23][CH:24]=[C:25]([C:27]4[CH2:32][CH2:31][CH2:30][CH2:29][CH:28]=4)[CH:26]=3)=[CH:17][C:16]3[C:11](=[CH:12][CH:13]=[C:14]([Br:33])[CH:15]=3)[N:10]=2)=CC=1.C(O)(C(F)(F)F)=O, predict the reaction product. (3) Given the reactants [OH:1][C:2]1[CH:7]=[CH:6][C:5]([CH2:8][C@H:9]([O:13][CH3:14])[C:10]([OH:12])=[O:11])=[CH:4][CH:3]=1.[Si:15]([O:22][CH2:23][CH2:24]O)([C:18]([CH3:21])([CH3:20])[CH3:19])([CH3:17])[CH3:16], predict the reaction product. The product is: [C:18]([Si:15]([CH3:17])([CH3:16])[O:22][CH2:23][CH2:24][O:1][C:2]1[CH:3]=[CH:4][C:5]([CH2:8][C@H:9]([O:13][CH3:14])[C:10]([OH:12])=[O:11])=[CH:6][CH:7]=1)([CH3:21])([CH3:20])[CH3:19].